Dataset: NCI-60 drug combinations with 297,098 pairs across 59 cell lines. Task: Regression. Given two drug SMILES strings and cell line genomic features, predict the synergy score measuring deviation from expected non-interaction effect. (1) Drug 1: C1=C(C(=O)NC(=O)N1)F. Drug 2: CC1=C(N=C(N=C1N)C(CC(=O)N)NCC(C(=O)N)N)C(=O)NC(C(C2=CN=CN2)OC3C(C(C(C(O3)CO)O)O)OC4C(C(C(C(O4)CO)O)OC(=O)N)O)C(=O)NC(C)C(C(C)C(=O)NC(C(C)O)C(=O)NCCC5=NC(=CS5)C6=NC(=CS6)C(=O)NCCC[S+](C)C)O. Cell line: MOLT-4. Synergy scores: CSS=36.4, Synergy_ZIP=2.03, Synergy_Bliss=3.74, Synergy_Loewe=-2.42, Synergy_HSA=-1.01. (2) Synergy scores: CSS=10.8, Synergy_ZIP=-11.5, Synergy_Bliss=-9.18, Synergy_Loewe=-16.5, Synergy_HSA=-13.6. Drug 2: CC1=C(C(CCC1)(C)C)C=CC(=CC=CC(=CC(=O)O)C)C. Cell line: U251. Drug 1: C1=C(C(=O)NC(=O)N1)N(CCCl)CCCl. (3) Drug 1: CC1=C(C(=CC=C1)Cl)NC(=O)C2=CN=C(S2)NC3=CC(=NC(=N3)C)N4CCN(CC4)CCO. Drug 2: CC1CCC2CC(C(=CC=CC=CC(CC(C(=O)C(C(C(=CC(C(=O)CC(OC(=O)C3CCCCN3C(=O)C(=O)C1(O2)O)C(C)CC4CCC(C(C4)OC)OCCO)C)C)O)OC)C)C)C)OC. Cell line: NCIH23. Synergy scores: CSS=7.79, Synergy_ZIP=-2.63, Synergy_Bliss=-0.125, Synergy_Loewe=-7.00, Synergy_HSA=-1.52. (4) Drug 1: C1CCN(CC1)CCOC2=CC=C(C=C2)C(=O)C3=C(SC4=C3C=CC(=C4)O)C5=CC=C(C=C5)O. Drug 2: CC1CCCC2(C(O2)CC(NC(=O)CC(C(C(=O)C(C1O)C)(C)C)O)C(=CC3=CSC(=N3)C)C)C. Cell line: HOP-62. Synergy scores: CSS=-3.19, Synergy_ZIP=0.174, Synergy_Bliss=-4.04, Synergy_Loewe=-8.05, Synergy_HSA=-5.68. (5) Drug 1: C1=NC2=C(N=C(N=C2N1C3C(C(C(O3)CO)O)O)F)N. Drug 2: CC12CCC3C(C1CCC2OP(=O)(O)O)CCC4=C3C=CC(=C4)OC(=O)N(CCCl)CCCl.[Na+]. Cell line: BT-549. Synergy scores: CSS=18.2, Synergy_ZIP=-9.10, Synergy_Bliss=-8.78, Synergy_Loewe=-37.0, Synergy_HSA=-7.19. (6) Drug 1: CC1CCC2CC(C(=CC=CC=CC(CC(C(=O)C(C(C(=CC(C(=O)CC(OC(=O)C3CCCCN3C(=O)C(=O)C1(O2)O)C(C)CC4CCC(C(C4)OC)OCCO)C)C)O)OC)C)C)C)OC. Drug 2: C(CN)CNCCSP(=O)(O)O. Cell line: A498. Synergy scores: CSS=3.03, Synergy_ZIP=-4.98, Synergy_Bliss=-1.54, Synergy_Loewe=-0.771, Synergy_HSA=-0.907. (7) Drug 1: CN1C(=O)N2C=NC(=C2N=N1)C(=O)N. Drug 2: CCCCC(=O)OCC(=O)C1(CC(C2=C(C1)C(=C3C(=C2O)C(=O)C4=C(C3=O)C=CC=C4OC)O)OC5CC(C(C(O5)C)O)NC(=O)C(F)(F)F)O. Cell line: SF-295. Synergy scores: CSS=60.0, Synergy_ZIP=-2.61, Synergy_Bliss=-5.81, Synergy_Loewe=-18.6, Synergy_HSA=-6.87.